The task is: Regression. Given a peptide amino acid sequence and an MHC pseudo amino acid sequence, predict their binding affinity value. This is MHC class I binding data.. This data is from Peptide-MHC class I binding affinity with 185,985 pairs from IEDB/IMGT. (1) The binding affinity (normalized) is 0. The MHC is HLA-A01:01 with pseudo-sequence HLA-A01:01. The peptide sequence is DQQEAARAA. (2) The peptide sequence is NRYGVAYVY. The MHC is HLA-A69:01 with pseudo-sequence HLA-A69:01. The binding affinity (normalized) is 0.0847. (3) The MHC is Patr-A0701 with pseudo-sequence Patr-A0701. The binding affinity (normalized) is 0.342. The peptide sequence is AYTTGPCTPL. (4) The peptide sequence is EQFENKTIV. The MHC is H-2-Db with pseudo-sequence H-2-Db. The binding affinity (normalized) is 0.126.